From a dataset of Forward reaction prediction with 1.9M reactions from USPTO patents (1976-2016). Predict the product of the given reaction. (1) Given the reactants [F:1][C:2]1[CH:3]=[C:4]([C:9]([O:12][Si:13]([CH:20]([CH3:22])[CH3:21])([CH:17]([CH3:19])[CH3:18])[CH:14]([CH3:16])[CH3:15])([CH3:11])[CH3:10])[CH:5]=[C:6]([F:8])[CH:7]=1.C([Li])CCC.C(O[B:32]1[O:36][C:35]([CH3:38])([CH3:37])[C:34]([CH3:40])([CH3:39])[O:33]1)(C)C, predict the reaction product. The product is: [F:8][C:6]1[CH:5]=[C:4]([C:9]([O:12][Si:13]([CH:14]([CH3:15])[CH3:16])([CH:20]([CH3:22])[CH3:21])[CH:17]([CH3:19])[CH3:18])([CH3:10])[CH3:11])[CH:3]=[C:2]([F:1])[C:7]=1[B:32]1[O:36][C:35]([CH3:38])([CH3:37])[C:34]([CH3:40])([CH3:39])[O:33]1. (2) The product is: [OH:1][CH:2]1[CH2:7][CH2:6][CH:5]([NH:8][C:9]2[CH:16]=[C:15]([N:17]3[CH:25]4[C:20]([CH2:21][CH2:22][CH2:23][CH2:24]4)=[C:19]([CH2:26][CH2:27][OH:28])[C:18]3=[O:29])[CH:14]=[CH:13][C:10]=2[C:11]([NH2:12])=[O:32])[CH2:4][CH2:3]1. Given the reactants [OH:1][CH:2]1[CH2:7][CH2:6][CH:5]([NH:8][C:9]2[CH:16]=[C:15]([N:17]3[CH:25]4[C:20]([CH2:21][CH2:22][CH2:23][CH2:24]4)=[C:19]([CH2:26][CH2:27][OH:28])[C:18]3=[O:29])[CH:14]=[CH:13][C:10]=2[C:11]#[N:12])[CH2:4][CH2:3]1.CC[OH:32].[OH-].[Na+].OO, predict the reaction product. (3) Given the reactants [N+:1]([C:4]1[CH:9]=[C:8]([C:10]2[CH:15]=[CH:14][CH:13]=[CH:12][C:11]=2[C:16]([F:19])([F:18])[F:17])[N:7]=[CH:6][C:5]=1[NH2:20])([O-:3])=[O:2].[O:21]1[C:25]2([CH2:30][CH2:29][CH2:28][CH2:27][CH2:26]2)[CH2:24][C:23]([C:31](O)=[O:32])=[N:22]1, predict the reaction product. The product is: [N+:1]([C:4]1[CH:9]=[C:8]([C:10]2[CH:15]=[CH:14][CH:13]=[CH:12][C:11]=2[C:16]([F:19])([F:17])[F:18])[N:7]=[CH:6][C:5]=1[NH:20][C:31]([C:23]1[CH2:24][C:25]2([CH2:26][CH2:27][CH2:28][CH2:29][CH2:30]2)[O:21][N:22]=1)=[O:32])([O-:3])=[O:2]. (4) Given the reactants [C:1]([O:5][C:6]([N:8]1[CH:14]([C:15]2[NH:16][C:17]([C:20]3[CH:25]=[CH:24][C:23](Br)=[CH:22][CH:21]=3)=[CH:18][N:19]=2)[CH2:13][C:10]2([CH2:12][CH2:11]2)[CH2:9]1)=[O:7])([CH3:4])([CH3:3])[CH3:2].[C:27]([O:31][C:32]([N:34]1[CH:39]([C:40]2[NH:44][C:43]3[CH:45]=[C:46]([C:49]4[CH:54]=[CH:53][C:52](B5OC(C)(C)C(C)(C)O5)=[CH:51][CH:50]=4)[CH:47]=[CH:48][C:42]=3[N:41]=2)[CH:38]2[CH2:64][CH:35]1[CH2:36][CH2:37]2)=[O:33])([CH3:30])([CH3:29])[CH3:28].C(=O)([O-])[O-].[K+].[K+], predict the reaction product. The product is: [C:27]([O:31][C:32]([N:34]1[CH:39]([C:40]2[NH:44][C:43]3[CH:45]=[C:46]([C:49]4[CH:54]=[CH:53][C:52]([C:23]5[CH:22]=[CH:21][C:20]([C:17]6[NH:16][C:15]([CH:14]7[CH2:13][C:10]8([CH2:11][CH2:12]8)[CH2:9][N:8]7[C:6]([O:5][C:1]([CH3:3])([CH3:2])[CH3:4])=[O:7])=[N:19][CH:18]=6)=[CH:25][CH:24]=5)=[CH:51][CH:50]=4)[CH:47]=[CH:48][C:42]=3[N:41]=2)[CH:38]2[CH2:64][CH:35]1[CH2:36][CH2:37]2)=[O:33])([CH3:30])([CH3:28])[CH3:29].